This data is from Forward reaction prediction with 1.9M reactions from USPTO patents (1976-2016). The task is: Predict the product of the given reaction. (1) Given the reactants [C:1]1([C:7]2[CH:15]=[C:14]3[C:10]([CH2:11][C:12](=[O:16])[NH:13]3)=[CH:9][CH:8]=2)[CH:6]=[CH:5][CH:4]=[CH:3][CH:2]=1.[CH:17]([C:19]1[NH:20][C:21]2[CH2:22][CH2:23][CH2:24][CH2:25][C:26]=2[C:27]=1[CH2:28][CH2:29][C:30]([OH:32])=[O:31])=O, predict the reaction product. The product is: [O:16]=[C:12]1[C:11](=[CH:17][C:19]2[NH:20][C:21]3[CH2:22][CH2:23][CH2:24][CH2:25][C:26]=3[C:27]=2[CH2:28][CH2:29][C:30]([OH:32])=[O:31])[C:10]2[C:14](=[CH:15][C:7]([C:1]3[CH:2]=[CH:3][CH:4]=[CH:5][CH:6]=3)=[CH:8][CH:9]=2)[NH:13]1. (2) Given the reactants Cl.Cl.Cl.[O:4]1[C:8]2=[C:9]([N:13]3[CH2:18][CH2:17][N:16]([CH2:19][CH2:20][C@H:21]4[CH2:26][CH2:25][C@H:24]([NH2:27])[CH2:23][CH2:22]4)[CH2:15][CH2:14]3)[N:10]=[CH:11][CH:12]=[C:7]2[CH2:6][CH2:5]1.[C:28]([CH2:30][C:31](O)=[O:32])#[N:29], predict the reaction product. The product is: [C:28]([CH2:30][C:31]([NH:27][C@H:24]1[CH2:25][CH2:26][C@H:21]([CH2:20][CH2:19][N:16]2[CH2:17][CH2:18][N:13]([C:9]3[N:10]=[CH:11][CH:12]=[C:7]4[CH2:6][CH2:5][O:4][C:8]=34)[CH2:14][CH2:15]2)[CH2:22][CH2:23]1)=[O:32])#[N:29]. (3) The product is: [CH2:1]([O:3][C:4]([C:6]1[N:7]=[C:8]([Br:23])[N:9]([CH:20]([CH3:22])[CH3:21])[C:10]=1[CH:11]([C:13]1[CH:18]=[CH:17][C:16]([Cl:19])=[CH:15][CH:14]=1)[NH:29][C:28]1[CH:30]=[CH:31][C:25]([F:24])=[C:26]([CH3:32])[CH:27]=1)=[O:5])[CH3:2]. Given the reactants [CH2:1]([O:3][C:4]([C:6]1[N:7]=[C:8]([Br:23])[N:9]([CH:20]([CH3:22])[CH3:21])[C:10]=1[CH:11]([C:13]1[CH:18]=[CH:17][C:16]([Cl:19])=[CH:15][CH:14]=1)O)=[O:5])[CH3:2].[F:24][C:25]1[CH:31]=[CH:30][C:28]([NH2:29])=[CH:27][C:26]=1[CH3:32], predict the reaction product. (4) Given the reactants O[C:2]1[CH:11]=[C:10](C(OC)=O)[C:9](O)=[CH:8][C:3]=1[C:4](OC)=O.Br[CH2:18][CH2:19][CH2:20][CH2:21][CH2:22][CH2:23][CH2:24][CH2:25][CH2:26][CH2:27][CH2:28][CH3:29].[C:30](=[O:33])([O-])[O-].[K+].[K+].O, predict the reaction product. The product is: [CH2:18]([O:33][CH2:30][CH2:11][CH2:2][CH2:3][CH2:4][CH2:2][CH2:11][CH2:10][CH2:9][CH2:8][CH2:3][CH3:4])[CH2:19][CH2:20][CH2:21][CH2:22][CH2:23][CH2:24][CH2:25][CH2:26][CH2:27][CH2:28][CH3:29]. (5) Given the reactants [OH:1][C:2]1[N:10]=[CH:9][CH:8]=[CH:7][C:3]=1[C:4]([OH:6])=[O:5].[OH-].[Na+].[Cl:13][C:14]1[CH:21]=[CH:20][CH:19]=[CH:18][C:15]=1[CH2:16]Cl, predict the reaction product. The product is: [Cl:13][C:14]1[CH:21]=[CH:20][CH:19]=[CH:18][C:15]=1[CH2:16][N:10]1[CH:9]=[CH:8][CH:7]=[C:3]([C:4]([OH:6])=[O:5])[C:2]1=[O:1]. (6) Given the reactants Cl[C:2]1[C:3]2[C:19]([CH3:20])=[CH:18][S:17][C:4]=2[N:5]=[C:6]([C:8]([C:10]2[CH:15]=[CH:14][C:13]([F:16])=[CH:12][CH:11]=2)=[O:9])[N:7]=1.[CH3:21][C:22]1[NH:26][N:25]=[C:24]([NH2:27])[CH:23]=1.CCN(C(C)C)C(C)C, predict the reaction product. The product is: [F:16][C:13]1[CH:14]=[CH:15][C:10]([C:8]([C:6]2[N:7]=[C:2]([NH:27][C:24]3[CH:23]=[C:22]([CH3:21])[NH:26][N:25]=3)[C:3]3[C:19]([CH3:20])=[CH:18][S:17][C:4]=3[N:5]=2)=[O:9])=[CH:11][CH:12]=1. (7) Given the reactants [Cl:1][C:2]1[N:7]=[N:6][C:5]([NH2:8])=[CH:4][CH:3]=1.[C:9](O[C:9]([O:11][C:12]([CH3:15])([CH3:14])[CH3:13])=[O:10])([O:11][C:12]([CH3:15])([CH3:14])[CH3:13])=[O:10].[OH2:24].CN([CH:28]=[O:29])C, predict the reaction product. The product is: [C:12]([O:24][C:28]([N:8]([C:5]1[N:6]=[N:7][C:2]([Cl:1])=[CH:3][CH:4]=1)[C:9]([O:11][C:12]([CH3:15])([CH3:14])[CH3:13])=[O:10])=[O:29])([CH3:15])([CH3:14])[CH3:13].